Predict the reaction yield, written as a fraction of the theoretical maximum amount of product (1.0 means a 100% yield; for example, 0.34 means a 34% yield). From a dataset of Reaction yield outcomes from USPTO patents with 853,638 reactions. (1) The reactants are [F:1][C:2]1[CH:7]=[CH:6][C:5]([I:8])=[CH:4][C:3]=1[N:9]1[CH:14]=[C:13]([O:15][CH3:16])[C:12](=[O:17])[C:11]([C:18]([OH:20])=O)=[N:10]1.C1N=CN(C(N2C=NC=C2)=O)C=1.Cl.[CH3:34][NH:35][O:36][CH3:37].CCN(C(C)C)C(C)C. The catalyst is C1COCC1.CN(C=O)C. The product is [F:1][C:2]1[CH:7]=[CH:6][C:5]([I:8])=[CH:4][C:3]=1[N:9]1[CH:14]=[C:13]([O:15][CH3:16])[C:12](=[O:17])[C:11]([C:18]([N:35]([O:36][CH3:37])[CH3:34])=[O:20])=[N:10]1. The yield is 0.820. (2) The reactants are [OH:1][CH2:2][C:3]1[CH:14]=[C:13]([CH3:15])[C:6]([O:7][CH2:8][C:9](OC)=[O:10])=[C:5]([CH3:16])[CH:4]=1.O.[NH2:18][NH2:19]. The catalyst is CCO. The product is [OH:1][CH2:2][C:3]1[CH:14]=[C:13]([CH3:15])[C:6]([O:7][CH2:8][C:9]([NH:18][NH2:19])=[O:10])=[C:5]([CH3:16])[CH:4]=1. The yield is 0.830. (3) The reactants are Br[C:2]1[C:31]2=[N:32][C:28]3=[CH:29][N:30]2[C:5]([N:6]2[CH2:38][CH2:37][C:9]([CH3:39])([O:10][CH2:11][CH2:12][CH2:13][CH2:14][C@H:15]([CH3:36])[O:16][C:17]4[CH:18]=[CH:19][C:20]([F:35])=[C:21]([F:34])[C:22]=4[C:23]4[CH:33]=[C:27]3[CH:26]=[CH:25][CH:24]=4)[CH2:8][CH2:7]2)=[C:4]([C@H:40]([O:45][C:46]([CH3:49])([CH3:48])[CH3:47])[C:41]([O:43][CH3:44])=[O:42])[C:3]=1[CH3:50].[C:51](O[C@@H](C1C(C)=C(C=C)C2=NC3=CN2C=1N1CCC(C)(OCCCC[C@H](C)OC2C=CC(F)=CC=2C2C=C3C=CC=2)CC1)C(OC)=O)(C)(C)[CH3:52]. No catalyst specified. The product is [C:46]([O:45][C@@H:40]([C:4]1[C:3]([CH3:50])=[C:2]([CH:51]=[CH2:52])[C:31]2=[N:32][C:28]3=[CH:29][N:30]2[C:5]=1[N:6]1[CH2:38][CH2:37][C:9]([CH3:39])([O:10][CH2:11][CH2:12][CH2:13][CH2:14][C@H:15]([CH3:36])[O:16][C:17]2[CH:18]=[CH:19][C:20]([F:35])=[C:21]([F:34])[C:22]=2[C:23]2[CH:33]=[C:27]3[CH:26]=[CH:25][CH:24]=2)[CH2:8][CH2:7]1)[C:41]([O:43][CH3:44])=[O:42])([CH3:48])([CH3:49])[CH3:47]. The yield is 0.525. (4) The reactants are [CH3:1][S:2]([C:5]1[CH:6]=[C:7]([C:11]2[S:15][C:14]([C:16]3[N:20]([C:21]4[CH:26]=[CH:25][CH:24]=[CH:23][C:22]=4[C:27]([F:30])([F:29])[F:28])[N:19]=[C:18]([C:31](O)=[O:32])[CH:17]=3)=[CH:13][CH:12]=2)[CH:8]=[CH:9][CH:10]=1)(=[O:4])=[O:3].C(Cl)(=O)C(Cl)=O.[CH3:40][S:41]([NH2:44])(=[O:43])=[O:42].CCN(C(C)C)C(C)C. The catalyst is CN(C1C=CN=CC=1)C.C(Cl)Cl.ClCCCl.CN(C=O)C. The product is [CH3:1][S:2]([C:5]1[CH:6]=[C:7]([C:11]2[S:15][C:14]([C:16]3[N:20]([C:21]4[CH:26]=[CH:25][CH:24]=[CH:23][C:22]=4[C:27]([F:30])([F:28])[F:29])[N:19]=[C:18]([C:31]([NH:44][S:41]([CH3:40])(=[O:43])=[O:42])=[O:32])[CH:17]=3)=[CH:13][CH:12]=2)[CH:8]=[CH:9][CH:10]=1)(=[O:3])=[O:4]. The yield is 0.520. (5) The reactants are C(N(CC)CC)C.[CH2:8]([N:15]1[CH:19]=[C:18]([C:20]([CH3:23])([CH3:22])[CH3:21])[N:17]=[C:16]1[C@H:24]([NH2:35])[CH2:25][C:26]1[C:34]2[C:29](=[CH:30][CH:31]=[CH:32][CH:33]=2)[NH:28][CH:27]=1)[C:9]1[CH:14]=[CH:13][CH:12]=[CH:11][CH:10]=1.[CH2:36](Cl)[C:37]1[CH:42]=[CH:41][CH:40]=[CH:39][CH:38]=1. The catalyst is C(#N)C.C(OCC)(=O)C.O. The product is [CH2:36]([NH:35][C@@H:24]([C:16]1[N:15]([CH2:8][C:9]2[CH:14]=[CH:13][CH:12]=[CH:11][CH:10]=2)[CH:19]=[C:18]([C:20]([CH3:22])([CH3:23])[CH3:21])[N:17]=1)[CH2:25][C:26]1[C:34]2[C:29](=[CH:30][CH:31]=[CH:32][CH:33]=2)[NH:28][CH:27]=1)[C:37]1[CH:42]=[CH:41][CH:40]=[CH:39][CH:38]=1. The yield is 0.0500. (6) The reactants are Br[C:2]1[CH:7]=[CH:6][C:5]([C@H:8]([NH:10][C:11](=[O:17])[O:12][C:13]([CH3:16])([CH3:15])[CH3:14])[CH3:9])=[CH:4][CH:3]=1.Br[C:19]1[C:20]2[C:21]3[CH:35]=[CH:34][S:33][C:22]=3[C:23](=[O:32])[NH:24][C:25]=2[C:26]([CH3:31])=[CH:27][C:28]=1[O:29][CH3:30]. No catalyst specified. The product is [CH3:30][O:29][C:28]1[CH:27]=[C:26]([CH3:31])[C:25]2[NH:24][C:23](=[O:32])[C:22]3[S:33][CH:34]=[CH:35][C:21]=3[C:20]=2[C:19]=1[C:2]1[CH:7]=[CH:6][C:5]([C@H:8]([NH:10][C:11](=[O:17])[O:12][C:13]([CH3:16])([CH3:15])[CH3:14])[CH3:9])=[CH:4][CH:3]=1. The yield is 0.620. (7) The reactants are Cl[CH2:2][CH2:3][CH2:4][CH2:5][N:6]1[C:10]2[C:11](=[N:18][OH:19])[CH2:12][N:13]([CH3:17])[S:14](=[O:16])(=[O:15])[C:9]=2[CH:8]=[CH:7]1.Cl.[F:21][C:22]1[CH:35]=[CH:34][C:25]([C:26]([CH:28]2[CH2:33][CH2:32][NH:31][CH2:30][CH2:29]2)=[O:27])=[CH:24][CH:23]=1.C(=O)([O-])O.[Na+].[I-].[Na+]. The catalyst is C(#N)C. The product is [F:21][C:22]1[CH:23]=[CH:24][C:25]([C:26]([CH:28]2[CH2:33][CH2:32][N:31]([CH2:2][CH2:3][CH2:4][CH2:5][N:6]3[C:10]4[C:11](=[N:18][OH:19])[CH2:12][N:13]([CH3:17])[S:14](=[O:16])(=[O:15])[C:9]=4[CH:8]=[CH:7]3)[CH2:30][CH2:29]2)=[O:27])=[CH:34][CH:35]=1. The yield is 0.790. (8) The yield is 0.623. The catalyst is CS(C)=O. The product is [CH2:1]([O:3][C:4]([CH:5]1[C:6]([CH:7]=[O:8])=[CH:30][C:29]2[C:28](=[C:35]([O:36][CH3:37])[CH:34]=[CH:33][C:32]=2[O:38][CH3:39])[O:27]1)=[O:9])[CH3:2]. The reactants are [CH2:1]([O:3][C:4](=[O:9])/[CH:5]=[CH:6]/[CH:7]=[O:8])[CH3:2].[N+](C1C=CC=CC=1C(O)=O)([O-])=O.N1CCCC1.[OH:27][C:28]1[C:35]([O:36][CH3:37])=[CH:34][CH:33]=[C:32]([O:38][CH3:39])[C:29]=1[CH:30]=O. (9) The product is [NH2:8][C:7]1[C:2]([CH3:1])=[C:3]([CH2:11][C:12]#[N:13])[CH:4]=[CH:5][CH:6]=1. The catalyst is CCOC(C)=O.CCO.[Pd]. The yield is 0.770. The reactants are [CH3:1][C:2]1[C:7]([N+:8]([O-])=O)=[CH:6][CH:5]=[CH:4][C:3]=1[CH2:11][C:12]#[N:13]. (10) The reactants are [CH:1]1([C:4]2[CH:9]=[CH:8][N:7]=[CH:6][C:5]=2[N:10]2[CH2:14][CH2:13][NH:12][C:11]2=[O:15])[CH2:3][CH2:2]1.[Cl:16][C:17]1[CH:22]=[C:21](Cl)[N:20]=[CH:19][N:18]=1.CN[C@@H]1CCCC[C@H]1NC.P([O-])([O-])([O-])=O.[K+].[K+].[K+]. The catalyst is [Cu](I)I.O1CCOCC1. The product is [Cl:16][C:17]1[N:18]=[CH:19][N:20]=[C:21]([N:12]2[CH2:13][CH2:14][N:10]([C:5]3[CH:6]=[N:7][CH:8]=[CH:9][C:4]=3[CH:1]3[CH2:3][CH2:2]3)[C:11]2=[O:15])[CH:22]=1. The yield is 0.0900.